Dataset: Forward reaction prediction with 1.9M reactions from USPTO patents (1976-2016). Task: Predict the product of the given reaction. Given the reactants C1C=C(Cl)C=C(C(OO)=[O:9])C=1.[Cl:12][C:13]1[C:17]([Cl:18])=[C:16]([CH3:19])[NH:15][C:14]=1[C:20]([NH:22][CH:23]1[CH2:28][CH2:27][N:26]([C:29]2[N:34]=[C:33]([S:35][CH3:36])[N:32]=[C:31]([C:37]([NH:39][O:40][CH3:41])=[O:38])[CH:30]=2)[CH2:25][CH2:24]1)=[O:21], predict the reaction product. The product is: [Cl:12][C:13]1[C:17]([Cl:18])=[C:16]([CH3:19])[NH:15][C:14]=1[C:20]([NH:22][CH:23]1[CH2:28][CH2:27][N:26]([C:29]2[N:34]=[C:33]([S:35]([CH3:36])=[O:9])[N:32]=[C:31]([C:37]([NH:39][O:40][CH3:41])=[O:38])[CH:30]=2)[CH2:25][CH2:24]1)=[O:21].